Dataset: Catalyst prediction with 721,799 reactions and 888 catalyst types from USPTO. Task: Predict which catalyst facilitates the given reaction. (1) Reactant: Cl[C:2]1[C:10]([S:11]([CH3:14])(=[O:13])=[O:12])=[CH:9][C:5](C(O)=O)=[C:4](C)[CH:3]=1.[C:16](OC)([O:20][CH3:21])([O:18]C)[CH3:17]. Product: [CH3:14][S:11]([C:10]1[C:9]([S:11]([CH3:10])(=[O:13])=[O:12])=[CH:5][C:17]([C:16]([O:20][CH3:21])=[O:18])=[C:3]([CH3:4])[CH:2]=1)(=[O:13])=[O:12]. The catalyst class is: 37. (2) Reactant: [CH:1]1[CH:6]=[CH:5][C:4](/[CH:7]=[CH:8]/[CH2:9][O:10][C@@H:11]2[O:16][C@H:15]([CH2:17][OH:18])[C@@H:14]([OH:19])[C@H:13]([OH:20])[C@H:12]2[OH:21])=[CH:3][CH:2]=1.[O-2].[Zn+2:23]. Product: [CH:1]1[CH:2]=[CH:3][C:4](/[CH:7]=[CH:8]/[CH2:9][O:10][C@@H:11]2[O:16][C@H:15]([CH2:17][OH:18])[C@@H:14]([OH:19])[C@H:13]([OH:20])[C@H:12]2[OH:21])=[CH:5][CH:6]=1.[Zn:23]. The catalyst class is: 113. (3) Reactant: [F:1][C:2]1[CH:7]=[CH:6][C:5]([C:8]2[N:9]=[C:10]3[CH:15]=[CH:14][CH:13]=[N:12][N:11]3[C:16]=2[C:17]2[CH:22]=[CH:21][N:20]=[C:19]([NH2:23])[CH:18]=2)=[CH:4][C:3]=1[CH3:24].C(N(CC)CC)C.[Cl:32][C:33]1[N:41]=[CH:40][CH:39]=[CH:38][C:34]=1[C:35](Cl)=[O:36].C(=O)([O-])O.[Na+]. Product: [Cl:32][C:33]1[N:41]=[CH:40][CH:39]=[CH:38][C:34]=1[C:35]([NH:23][C:19]1[CH:18]=[C:17]([C:16]2[N:11]3[N:12]=[CH:13][CH:14]=[CH:15][C:10]3=[N:9][C:8]=2[C:5]2[CH:6]=[CH:7][C:2]([F:1])=[C:3]([CH3:24])[CH:4]=2)[CH:22]=[CH:21][N:20]=1)=[O:36]. The catalyst class is: 7. (4) The catalyst class is: 6. Product: [CH3:1][O:2][C:3](=[O:31])[CH2:4][O:5][C:6]1[CH:15]=[CH:14][C:13]([Cl:16])=[C:12]2[C:7]=1[C:8]([O:30][CH:44]([F:46])[F:45])=[C:9]([CH2:18][C:19]1[CH:24]=[CH:23][C:22]([S:25]([CH3:28])(=[O:26])=[O:27])=[CH:21][C:20]=1[Cl:29])[C:10]([CH3:17])=[N:11]2. Reactant: [CH3:1][O:2][C:3](=[O:31])[CH2:4][O:5][C:6]1[CH:15]=[CH:14][C:13]([Cl:16])=[C:12]2[C:7]=1[C:8](=[O:30])[C:9]([CH2:18][C:19]1[CH:24]=[CH:23][C:22]([S:25]([CH3:28])(=[O:27])=[O:26])=[CH:21][C:20]=1[Cl:29])=[C:10]([CH3:17])[NH:11]2.CN(C)C=O.C(=O)([O-])[O-].[K+].[K+].Cl[C:44](OC(=O)C)([F:46])[F:45].